Dataset: Full USPTO retrosynthesis dataset with 1.9M reactions from patents (1976-2016). Task: Predict the reactants needed to synthesize the given product. (1) Given the product [F:25][C:2]([F:1])([F:24])[CH2:3][CH2:4][O:5][C:6]([N:8]1[CH2:9][CH2:10][NH:11][CH2:12][CH2:13]1)=[O:7], predict the reactants needed to synthesize it. The reactants are: [F:1][C:2]([F:25])([F:24])[CH2:3][CH2:4][O:5][C:6]([N:8]1[CH2:13][CH2:12][N:11](C(OCC2C=CC=CC=2)=O)[CH2:10][CH2:9]1)=[O:7]. (2) The reactants are: Cl[CH2:2][C:3]1[NH:4][C:5](=[O:13])[C:6]2[CH2:12][O:11][CH2:10][CH2:9][C:7]=2[N:8]=1.[CH:14]1([CH2:17][NH2:18])[CH2:16][CH2:15]1. Given the product [CH:14]1([CH2:17][NH:18][CH2:2][C:3]2[NH:4][C:5](=[O:13])[C:6]3[CH2:12][O:11][CH2:10][CH2:9][C:7]=3[N:8]=2)[CH2:16][CH2:15]1, predict the reactants needed to synthesize it. (3) The reactants are: [Cl:1][C:2]1[CH:7]=[CH:6][C:5]([C@H:8]2[N:15]3[C:11]([S:12][C:13]([C:19]([OH:21])=O)=[C:14]3[CH:16]([CH3:18])[CH3:17])=[N:10][C@:9]2([C:23]2[CH:28]=[CH:27][C:26]([Cl:29])=[CH:25][CH:24]=2)[CH3:22])=[CH:4][CH:3]=1.[CH3:30][N:31]([CH3:40])[C:32]([C@@H:34]1[CH2:39][CH2:38][CH2:37][CH2:36][NH:35]1)=[O:33]. Given the product [Cl:1][C:2]1[CH:3]=[CH:4][C:5]([C@H:8]2[N:15]3[C:11]([S:12][C:13]([C:19]([N:35]4[CH2:36][CH2:37][CH2:38][CH2:39][C@H:34]4[C:32]([N:31]([CH3:40])[CH3:30])=[O:33])=[O:21])=[C:14]3[CH:16]([CH3:18])[CH3:17])=[N:10][C@:9]2([C:23]2[CH:28]=[CH:27][C:26]([Cl:29])=[CH:25][CH:24]=2)[CH3:22])=[CH:6][CH:7]=1, predict the reactants needed to synthesize it. (4) Given the product [CH3:15][C:64]1[CH:63]=[C:61]([NH:62][C:11]([CH:10]([NH:9][C:7]([C:5]2[S:6][C:2]([Cl:1])=[CH:3][CH:4]=2)=[O:8])[CH3:14])=[O:13])[CH:60]=[CH:59][C:58]=1[C:56]([N:53]1[CH2:52][CH2:51][N:50]([CH2:48][CH3:49])[CH2:55][CH2:54]1)=[O:57], predict the reactants needed to synthesize it. The reactants are: [Cl:1][C:2]1[S:6][C:5]([C:7]([NH:9][CH:10]([CH3:14])[C:11]([OH:13])=O)=[O:8])=[CH:4][CH:3]=1.[CH3:15]CN(C(C)C)C(C)C.CN(C(ON1N=NC2C=CC=NC1=2)=[N+](C)C)C.F[P-](F)(F)(F)(F)F.[CH2:48]([N:50]1[CH2:55][CH2:54][N:53]([C:56]([C:58]2[CH:64]=[CH:63][C:61]([NH2:62])=[CH:60][CH:59]=2)=[O:57])[CH2:52][CH2:51]1)[CH3:49]. (5) Given the product [CH3:59][N:60]([CH3:66])[CH2:61][CH2:62][CH2:63][CH2:64][NH:65][C:56]([C:51]1[C:50]([C:46]2[CH:47]=[CH:48][CH:49]=[C:44]([CH2:43][S:42][CH2:41][CH2:40][O:33][C:34]3[CH:39]=[CH:38][CH:37]=[CH:36][CH:35]=3)[CH:45]=2)=[CH:55][CH:54]=[CH:53][CH:52]=1)=[O:58], predict the reactants needed to synthesize it. The reactants are: CN(C)CCCNC(C1C=C(C2C=CC(CSCCOC3C=CC=CC=3)=CC=2)C=CC=1)=O.[O:33]([CH2:40][CH2:41][S:42][CH2:43][C:44]1[CH:45]=[C:46]([C:50]2[C:51]([C:56]([OH:58])=O)=[CH:52][CH:53]=[CH:54][CH:55]=2)[CH:47]=[CH:48][CH:49]=1)[C:34]1[CH:39]=[CH:38][CH:37]=[CH:36][CH:35]=1.[CH3:59][N:60]([CH3:66])[CH2:61][CH2:62][CH2:63][CH2:64][NH2:65]. (6) The reactants are: [Cl:1][C:2]1[C:3]([O:24][CH:25]([CH3:27])[CH3:26])=[C:4]([C:17]([CH2:22][CH3:23])=[C:18]([F:21])[CH2:19][OH:20])[CH:5]=[C:6]2[C:11]=1[O:10][C:9]([CH3:13])([CH3:12])[CH:8]=[C:7]2[CH:14]([CH3:16])[CH3:15].ClC1C(OC(C)C)=C(/C(/CC)=C(/F)\CO)C=C2C=1OC(C)(C)C=C2C(C)C.C([N+](CCC)(CCC)CCC)CC.C[N+]1([O-])CCOCC1. Given the product [Cl:1][C:2]1[C:3]([O:24][CH:25]([CH3:26])[CH3:27])=[C:4](/[C:17](/[CH2:22][CH3:23])=[C:18](/[F:21])\[CH:19]=[O:20])[CH:5]=[C:6]2[C:11]=1[O:10][C:9]([CH3:13])([CH3:12])[CH:8]=[C:7]2[CH:14]([CH3:16])[CH3:15], predict the reactants needed to synthesize it. (7) Given the product [NH2:32][C:31]1[N:6]2[N:5]=[CH:4][C:3]([C:7]3[CH:8]=[C:9]([N:13]4[CH2:14][CH2:15][N:16]([CH2:19][CH2:20][OH:21])[CH2:17][CH2:18]4)[CH:10]=[CH:11][CH:12]=3)=[C:2]2[N:1]=[C:33]([CH3:34])[C:30]=1[C:25]1[CH:26]=[CH:27][C:28]([F:29])=[C:23]([Cl:22])[CH:24]=1, predict the reactants needed to synthesize it. The reactants are: [NH2:1][C:2]1[NH:6][N:5]=[CH:4][C:3]=1[C:7]1[CH:8]=[C:9]([N:13]2[CH2:18][CH2:17][N:16]([CH2:19][CH2:20][OH:21])[CH2:15][CH2:14]2)[CH:10]=[CH:11][CH:12]=1.[Cl:22][C:23]1[CH:24]=[C:25]([CH:30]([C:33](=O)[CH3:34])[C:31]#[N:32])[CH:26]=[CH:27][C:28]=1[F:29]. (8) The reactants are: [CH2:1]1[C:7]2[CH:8]=[CH:9][C:10]([C:12]3[CH:18]4[CH:16]([CH2:17]4)[C:15](=[O:19])[NH:14][N:13]=3)=[CH:11][C:6]=2[CH2:5][CH2:4][NH:3][CH2:2]1.Cl.[C:21]1(=O)[CH2:24][CH2:23][CH2:22]1.C([BH3-])#N.[Na+]. Given the product [CH:21]1([N:3]2[CH2:4][CH2:5][C:6]3[CH:11]=[C:10]([C:12]4[CH:18]5[CH:16]([CH2:17]5)[C:15](=[O:19])[NH:14][N:13]=4)[CH:9]=[CH:8][C:7]=3[CH2:1][CH2:2]2)[CH2:24][CH2:23][CH2:22]1, predict the reactants needed to synthesize it.